This data is from Full USPTO retrosynthesis dataset with 1.9M reactions from patents (1976-2016). The task is: Predict the reactants needed to synthesize the given product. The reactants are: [NH2:1][C:2]1[C:3]2[C:10]([Br:11])=[CH:9][N:8]([C@@H:12]3[O:16][C@@:15]([CH2:19][OH:20])([C:17]#[CH:18])[C@@H:14]([O:21][Si](C(C)(C)C)(C)C)[CH2:13]3)[C:4]=2[N:5]=[CH:6][N:7]=1.CCCC[N+](CCCC)(CCCC)CCCC.[F-]. Given the product [NH2:1][C:2]1[C:3]2[C:10]([Br:11])=[CH:9][N:8]([C@@H:12]3[O:16][C@:15]([C:17]#[CH:18])([CH2:19][OH:20])[C@@H:14]([OH:21])[CH2:13]3)[C:4]=2[N:5]=[CH:6][N:7]=1, predict the reactants needed to synthesize it.